Predict the reaction yield, written as a fraction of the theoretical maximum amount of product (1.0 means a 100% yield; for example, 0.34 means a 34% yield). From a dataset of Reaction yield outcomes from USPTO patents with 853,638 reactions. (1) The product is [CH2:43]([NH:50][C:11]([C:8]1[CH:9]=[C:10]2[C:5]([C:4]([N:14]3[CH2:19][CH2:18][N:17]([CH3:20])[CH2:16][CH2:15]3)=[N:3][N:2]2[CH3:1])=[CH:6][CH:7]=1)=[O:12])[C:44]1[CH:49]=[CH:48][CH:47]=[CH:46][CH:45]=1. The yield is 0.330. The catalyst is CN(C=O)C.C(OCC)(=O)C. The reactants are [CH3:1][N:2]1[C:10]2[C:5](=[CH:6][CH:7]=[C:8]([C:11]([O-])=[O:12])[CH:9]=2)[C:4]([N:14]2[CH2:19][CH2:18][N:17]([CH3:20])[CH2:16][CH2:15]2)=[N:3]1.[Li+].C(Cl)CCl.C1C=CC2N(O)N=NC=2C=1.CCN(CC)CC.[CH2:43]([NH2:50])[C:44]1[CH:49]=[CH:48][CH:47]=[CH:46][CH:45]=1. (2) The reactants are O.[OH-].[Li+].[CH3:4][C:5]([CH3:41])([CH3:40])[CH2:6][O:7][CH2:8][C@@H:9]([C:36]([O:38]C)=[O:37])[NH:10][C:11]([C:13]1[C:22]([NH:23][C:24]([NH:26][C:27]2[C:32]([CH3:33])=[CH:31][C:30]([CH3:34])=[CH:29][C:28]=2[CH3:35])=[O:25])=[CH:21][C:20]2[C:15](=[CH:16][CH:17]=[CH:18][CH:19]=2)[CH:14]=1)=[O:12].O.Cl. The catalyst is O1CCOCC1. The product is [CH3:4][C:5]([CH3:41])([CH3:40])[CH2:6][O:7][CH2:8][C@@H:9]([C:36]([OH:38])=[O:37])[NH:10][C:11]([C:13]1[C:22]([NH:23][C:24]([NH:26][C:27]2[C:32]([CH3:33])=[CH:31][C:30]([CH3:34])=[CH:29][C:28]=2[CH3:35])=[O:25])=[CH:21][C:20]2[C:15](=[CH:16][CH:17]=[CH:18][CH:19]=2)[CH:14]=1)=[O:12]. The yield is 0.430. (3) The reactants are Br[C:2]1[CH:7]=[C:6]([F:8])[C:5]([F:9])=[CH:4][C:3]=1[CH3:10].[OH:11][C:12]1[CH:17]=[CH:16][C:15](B(O)O)=[CH:14][CH:13]=1.C(=O)([O-])[O-].[K+].[K+]. The catalyst is O1CCOCC1.O.C1CCC(P(C2CCCCC2)C2CCCCC2)CC1.C1CCC(P(C2CCCCC2)C2CCCCC2)CC1.[Pd]. The product is [F:9][C:5]1[C:6]([F:8])=[CH:7][C:2]([C:15]2[CH:16]=[CH:17][C:12]([OH:11])=[CH:13][CH:14]=2)=[C:3]([CH3:10])[CH:4]=1. The yield is 0.745. (4) The reactants are Br[C:2]1[CH:15]=[C:14]2[C:5]([O:6][C:7]3[C:8]([F:24])=[CH:9][C:10]([O:22][CH3:23])=[CH:11][C:12]=3[C@@:13]32[CH2:20][CH2:19][O:18][C:17]([NH2:21])=[N:16]3)=[CH:4][CH:3]=1.[N-:25]=[N+:26]=[N-:27].[Na+].O=C1O[C@H]([C@H](CO)O)C([O-])=C1O.[Na+].CN[C@@H]1CCCC[C@H]1NC. The catalyst is C(O)C.[Cu]I.O. The product is [N:25]([C:2]1[CH:15]=[C:14]2[C:5]([O:6][C:7]3[C:8]([F:24])=[CH:9][C:10]([O:22][CH3:23])=[CH:11][C:12]=3[C@@:13]32[CH2:20][CH2:19][O:18][C:17]([NH2:21])=[N:16]3)=[CH:4][CH:3]=1)=[N+:26]=[N-:27]. The yield is 0.760.